This data is from NCI-60 drug combinations with 297,098 pairs across 59 cell lines. The task is: Regression. Given two drug SMILES strings and cell line genomic features, predict the synergy score measuring deviation from expected non-interaction effect. (1) Drug 1: C1=CC(=CC=C1C#N)C(C2=CC=C(C=C2)C#N)N3C=NC=N3. Drug 2: CC1=C(C(CCC1)(C)C)C=CC(=CC=CC(=CC(=O)O)C)C. Cell line: SK-MEL-28. Synergy scores: CSS=-5.97, Synergy_ZIP=3.78, Synergy_Bliss=-1.99, Synergy_Loewe=-8.48, Synergy_HSA=-9.38. (2) Drug 1: C1=NC2=C(N=C(N=C2N1C3C(C(C(O3)CO)O)F)Cl)N. Drug 2: C1=NC(=NC(=O)N1C2C(C(C(O2)CO)O)O)N. Cell line: OVCAR-5. Synergy scores: CSS=10.7, Synergy_ZIP=-8.41, Synergy_Bliss=0.879, Synergy_Loewe=-4.97, Synergy_HSA=-2.69. (3) Synergy scores: CSS=28.5, Synergy_ZIP=-3.86, Synergy_Bliss=-3.05, Synergy_Loewe=-1.57, Synergy_HSA=-0.955. Drug 2: CC1C(C(CC(O1)OC2CC(CC3=C2C(=C4C(=C3O)C(=O)C5=C(C4=O)C(=CC=C5)OC)O)(C(=O)CO)O)N)O.Cl. Drug 1: C#CCC(CC1=CN=C2C(=N1)C(=NC(=N2)N)N)C3=CC=C(C=C3)C(=O)NC(CCC(=O)O)C(=O)O. Cell line: OVCAR3. (4) Drug 1: COC1=C(C=C2C(=C1)N=CN=C2NC3=CC(=C(C=C3)F)Cl)OCCCN4CCOCC4. Drug 2: CC1CCC2CC(C(=CC=CC=CC(CC(C(=O)C(C(C(=CC(C(=O)CC(OC(=O)C3CCCCN3C(=O)C(=O)C1(O2)O)C(C)CC4CCC(C(C4)OC)O)C)C)O)OC)C)C)C)OC. Cell line: MALME-3M. Synergy scores: CSS=40.0, Synergy_ZIP=2.01, Synergy_Bliss=1.99, Synergy_Loewe=4.60, Synergy_HSA=5.64. (5) Drug 1: C1=C(C(=O)NC(=O)N1)N(CCCl)CCCl. Drug 2: CC=C1C(=O)NC(C(=O)OC2CC(=O)NC(C(=O)NC(CSSCCC=C2)C(=O)N1)C(C)C)C(C)C. Cell line: NCI/ADR-RES. Synergy scores: CSS=25.6, Synergy_ZIP=4.31, Synergy_Bliss=7.87, Synergy_Loewe=8.47, Synergy_HSA=8.14. (6) Drug 1: CCC1=C2CN3C(=CC4=C(C3=O)COC(=O)C4(CC)O)C2=NC5=C1C=C(C=C5)O. Drug 2: N.N.Cl[Pt+2]Cl. Cell line: CAKI-1. Synergy scores: CSS=51.7, Synergy_ZIP=-6.33, Synergy_Bliss=-4.46, Synergy_Loewe=0.761, Synergy_HSA=3.18.